Dataset: Reaction yield outcomes from USPTO patents with 853,638 reactions. Task: Predict the reaction yield, written as a fraction of the theoretical maximum amount of product (1.0 means a 100% yield; for example, 0.34 means a 34% yield). (1) The reactants are [NH2:1][C:2]1[N:6]([C:7]2[C:12]([Cl:13])=[CH:11][CH:10]=[CH:9][C:8]=2[Cl:14])[N:5]=[C:4]([CH:15]([CH3:17])[CH3:16])[C:3]=1[C:18]#[N:19].[OH-:20].[Na+]. The catalyst is OS(O)(=O)=O. The product is [NH2:1][C:2]1[N:6]([C:7]2[C:8]([Cl:14])=[CH:9][CH:10]=[CH:11][C:12]=2[Cl:13])[N:5]=[C:4]([CH:15]([CH3:17])[CH3:16])[C:3]=1[C:18]([NH2:19])=[O:20]. The yield is 0.880. (2) The reactants are C1(C)C=CC=CC=1.Cl[C:9]1[N:14]=[CH:13][CH:12]=[CH:11][N:10]=1.[CH:15]([C:17]1[CH:18]=[C:19](B(O)O)[CH:20]=[CH:21][CH:22]=1)=[O:16].C([O-])([O-])=O.[K+].[K+]. The catalyst is C1C=CC([P]([Pd]([P](C2C=CC=CC=2)(C2C=CC=CC=2)C2C=CC=CC=2)([P](C2C=CC=CC=2)(C2C=CC=CC=2)C2C=CC=CC=2)[P](C2C=CC=CC=2)(C2C=CC=CC=2)C2C=CC=CC=2)(C2C=CC=CC=2)C2C=CC=CC=2)=CC=1.O.CN(C=O)C. The product is [N:10]1[CH:11]=[CH:12][CH:13]=[N:14][C:9]=1[C:21]1[CH:22]=[C:17]([CH:18]=[CH:19][CH:20]=1)[CH:15]=[O:16]. The yield is 0.390. (3) The reactants are [Cl:1][C:2]1[CH:3]=[C:4]([CH:24]([CH2:30][CH:31]([CH3:33])[CH3:32])[C:25]([O:27]CC)=[O:26])[CH:5]=[C:6]([C:14]2[CH:19]=[CH:18][C:17]([C:20]([F:23])([F:22])[F:21])=[CH:16][CH:15]=2)[C:7]=1[O:8][CH2:9][C:10]([F:13])([F:12])[F:11].O.[OH-].[Li+]. The catalyst is CO.C1COCC1.O. The product is [Cl:1][C:2]1[CH:3]=[C:4]([CH:24]([CH2:30][CH:31]([CH3:33])[CH3:32])[C:25]([OH:27])=[O:26])[CH:5]=[C:6]([C:14]2[CH:15]=[CH:16][C:17]([C:20]([F:21])([F:22])[F:23])=[CH:18][CH:19]=2)[C:7]=1[O:8][CH2:9][C:10]([F:12])([F:13])[F:11]. The yield is 0.720. (4) The reactants are [Br:1][C:2]1[C:3]([Cl:10])=[CH:4][C:5]([CH3:9])=[C:6]([CH:8]=1)[NH2:7].[N:11]([O-])=O.[Na+]. The catalyst is C(O)(=O)C.O. The product is [Br:1][C:2]1[CH:8]=[C:6]2[C:5]([CH:9]=[N:11][NH:7]2)=[CH:4][C:3]=1[Cl:10]. The yield is 0.640.